Dataset: Reaction yield outcomes from USPTO patents with 853,638 reactions. Task: Predict the reaction yield, written as a fraction of the theoretical maximum amount of product (1.0 means a 100% yield; for example, 0.34 means a 34% yield). (1) The reactants are Br[C:2]1[C:15](=[O:16])[N:14]([CH:17]([CH3:19])[CH3:18])[C:5]2[N:6]=[C:7]([NH:11][CH2:12][CH3:13])[N:8]=[C:9]([CH3:10])[C:4]=2[CH:3]=1.[S:20]1[CH:24]=[CH:23][CH:22]=[C:21]1B(O)O.C(N(CC)CC)C.COCCOC. The catalyst is O. The product is [CH2:12]([NH:11][C:7]1[N:8]=[C:9]([CH3:10])[C:4]2[CH:3]=[C:2]([C:21]3[S:20][CH:24]=[CH:23][CH:22]=3)[C:15](=[O:16])[N:14]([CH:17]([CH3:19])[CH3:18])[C:5]=2[N:6]=1)[CH3:13]. The yield is 0.180. (2) The reactants are C(C1C=CC(C(NC2C=CC(C3C=C4C(CN([C@@H](C(C)C)C(O)=O)C4=O)=CC=3)=NC=2)=O)=CC=1)(C)(C)C.[CH3:37][CH:38]([CH3:78])[C@H:39]([N:44]1[CH2:52][C:51]2[C:46](=[CH:47][C:48]([C:53]3[CH:58]=[CH:57][C:56]([NH:59][C:60](=[O:72])[C:61]4[CH:66]=[CH:65][C:64]([CH2:67][CH2:68][CH2:69][CH2:70][CH3:71])=[CH:63][CH:62]=4)=[CH:55][C:54]=3[C:73]([F:76])([F:75])[F:74])=[CH:49][CH:50]=2)[C:45]1=[O:77])[C:40]([O:42]C)=[O:41]. No catalyst specified. The product is [CH3:78][CH:38]([CH3:37])[C@H:39]([N:44]1[CH2:52][C:51]2[C:46](=[CH:47][C:48]([C:53]3[CH:58]=[CH:57][C:56]([NH:59][C:60](=[O:72])[C:61]4[CH:66]=[CH:65][C:64]([CH2:67][CH2:68][CH2:69][CH2:70][CH3:71])=[CH:63][CH:62]=4)=[CH:55][C:54]=3[C:73]([F:75])([F:76])[F:74])=[CH:49][CH:50]=2)[C:45]1=[O:77])[C:40]([OH:42])=[O:41]. The yield is 0.790. (3) The reactants are [C:1]1([P:7](Cl)(Cl)=[O:8])[CH:6]=[CH:5][CH:4]=[CH:3][CH:2]=1.[CH:11]([Mg]Br)=[CH2:12].[NH4+].[Cl-].[CH2:17]1COC[CH2:18]1. No catalyst specified. The product is [CH:17]([P:7](=[O:8])([CH:11]=[CH2:12])[C:1]1[CH:6]=[CH:5][CH:4]=[CH:3][CH:2]=1)=[CH2:18]. The yield is 0.750. (4) The yield is 0.0150. The reactants are CC1C=CN=CC=1N1C=CC2NC3C=CC=CC=3C=2C1=O.[C:22]1(=[O:35])[C:34]2[C:33]3[CH:32]=[CH:31][CH:30]=[CH:29][C:28]=3[NH:27][C:26]=2[CH:25]=[CH:24][NH:23]1.Br[C:37]1[CH:38]=[N:39][CH:40]=[CH:41][C:42]=1[C:43]([F:46])([F:45])[F:44].OC1C=CC=C2C=1N=CC=C2.C([O-])([O-])=O.[K+].[K+]. The product is [F:44][C:43]([F:46])([F:45])[C:42]1[CH:41]=[CH:40][N:39]=[CH:38][C:37]=1[N:23]1[CH:24]=[CH:25][C:26]2[NH:27][C:28]3[CH:29]=[CH:30][CH:31]=[CH:32][C:33]=3[C:34]=2[C:22]1=[O:35]. The catalyst is [Cu](I)I.CS(C)=O. (5) The reactants are [NH2:1][C@H:2]1[C:11]2[C:6](=[CH:7][CH:8]=[CH:9][CH:10]=2)[N:5]([C:12](=[O:14])[CH3:13])[C@@H:4]([CH:15]2[CH2:17][CH2:16]2)[C@@H:3]1[CH3:18].Cl[C:20]1[CH:27]=[CH:26][C:23]([C:24]#[N:25])=[CH:22][N:21]=1.CCN(C(C)C)C(C)C. The catalyst is CS(C)=O.CO. The product is [C:12]([N:5]1[C:6]2[C:11](=[CH:10][CH:9]=[CH:8][CH:7]=2)[C@H:2]([NH:1][C:20]2[CH:27]=[CH:26][C:23]([C:24]#[N:25])=[CH:22][N:21]=2)[C@@H:3]([CH3:18])[C@@H:4]1[CH:15]1[CH2:17][CH2:16]1)(=[O:14])[CH3:13]. The yield is 0.258. (6) The reactants are C(O)C.Cl.[N:5]1[C:14]2[C:9](=[CH:10][CH:11]=[C:12]([OH:15])[CH:13]=2)[CH:8]=[CH:7][CH:6]=1. The catalyst is O=[Pt]=O.O1CCCC1. The product is [NH:5]1[C:14]2[C:9](=[CH:10][CH:11]=[C:12]([OH:15])[CH:13]=2)[CH2:8][CH2:7][CH2:6]1. The yield is 0.710.